Dataset: Reaction yield outcomes from USPTO patents with 853,638 reactions. Task: Predict the reaction yield, written as a fraction of the theoretical maximum amount of product (1.0 means a 100% yield; for example, 0.34 means a 34% yield). (1) The reactants are P(Cl)(Cl)(Cl)(Cl)Cl.O=P(Cl)(Cl)[Cl:9].O[C:13]1[CH:18]=[C:17]([CH3:19])[NH:16][C:15](=[O:20])[C:14]=1[C:21]#[N:22].[NH4+].[OH-]. The catalyst is C(Cl)(Cl)Cl. The product is [Cl:9][C:13]1[CH:18]=[C:17]([CH3:19])[NH:16][C:15](=[O:20])[C:14]=1[C:21]#[N:22]. The yield is 0.400. (2) The reactants are [CH2:1]([O:4][N:5]([C@H:18]1[CH2:23][N:22]([C:24]([O:26][C:27]([CH3:30])([CH3:29])[CH3:28])=[O:25])[C@H:21]([CH2:31][O:32][Si](C(C)(C)C)(C)C)[C:20]([CH3:40])=[CH:19]1)[S:6]([C:9]1[CH:14]=[CH:13][CH:12]=[CH:11][C:10]=1[N+:15]([O-:17])=[O:16])(=[O:8])=[O:7])[CH:2]=[CH2:3].[F-].C([N+](CCCC)(CCCC)CCCC)CCC. The catalyst is C1COCC1. The product is [CH2:1]([O:4][N:5]([C@H:18]1[CH2:23][N:22]([C:24]([O:26][C:27]([CH3:29])([CH3:28])[CH3:30])=[O:25])[C@H:21]([CH2:31][OH:32])[C:20]([CH3:40])=[CH:19]1)[S:6]([C:9]1[CH:14]=[CH:13][CH:12]=[CH:11][C:10]=1[N+:15]([O-:17])=[O:16])(=[O:8])=[O:7])[CH:2]=[CH2:3]. The yield is 0.790. (3) The reactants are [Cl:1][C:2]1[CH:7]=[CH:6][C:5]([S:8]([CH:11]([C:20]2[CH:25]=[C:24]([F:26])[CH:23]=[CH:22][C:21]=2[F:27])[C:12]2[N:17]=[CH:16][C:15]([CH2:18][NH2:19])=[CH:14][CH:13]=2)(=[O:10])=[O:9])=[CH:4][CH:3]=1.[N:28]1[CH:33]=[CH:32][C:31](/[CH:34]=[CH:35]/[C:36](O)=[O:37])=[CH:30][CH:29]=1.N1(O)C2C=CC=CC=2N=N1.CN1CCOCC1.Cl.C(N=C=NCCCN(C)C)C. The catalyst is C(OCC)(=O)C.ClCCl. The product is [Cl:1][C:2]1[CH:7]=[CH:6][C:5]([S:8]([CH:11]([C:20]2[CH:25]=[C:24]([F:26])[CH:23]=[CH:22][C:21]=2[F:27])[C:12]2[N:17]=[CH:16][C:15]([CH2:18][NH:19][C:36](=[O:37])/[CH:35]=[CH:34]/[C:31]3[CH:32]=[CH:33][N:28]=[CH:29][CH:30]=3)=[CH:14][CH:13]=2)(=[O:10])=[O:9])=[CH:4][CH:3]=1. The yield is 0.650.